Dataset: NCI-60 drug combinations with 297,098 pairs across 59 cell lines. Task: Regression. Given two drug SMILES strings and cell line genomic features, predict the synergy score measuring deviation from expected non-interaction effect. (1) Drug 1: C1C(C(OC1N2C=C(C(=O)NC2=O)F)CO)O. Drug 2: C1=NC2=C(N=C(N=C2N1C3C(C(C(O3)CO)O)O)F)N. Cell line: CAKI-1. Synergy scores: CSS=39.3, Synergy_ZIP=-11.4, Synergy_Bliss=-2.29, Synergy_Loewe=0.0736, Synergy_HSA=1.03. (2) Drug 1: CC1=CC2C(CCC3(C2CCC3(C(=O)C)OC(=O)C)C)C4(C1=CC(=O)CC4)C. Drug 2: CC1CCCC2(C(O2)CC(NC(=O)CC(C(C(=O)C(C1O)C)(C)C)O)C(=CC3=CSC(=N3)C)C)C. Cell line: LOX IMVI. Synergy scores: CSS=2.83, Synergy_ZIP=-0.804, Synergy_Bliss=-0.0716, Synergy_Loewe=0.562, Synergy_HSA=0.897. (3) Drug 1: CC1OCC2C(O1)C(C(C(O2)OC3C4COC(=O)C4C(C5=CC6=C(C=C35)OCO6)C7=CC(=C(C(=C7)OC)O)OC)O)O. Drug 2: CC1=C2C(C(=O)C3(C(CC4C(C3C(C(C2(C)C)(CC1OC(=O)C(C(C5=CC=CC=C5)NC(=O)OC(C)(C)C)O)O)OC(=O)C6=CC=CC=C6)(CO4)OC(=O)C)O)C)O. Cell line: T-47D. Synergy scores: CSS=35.0, Synergy_ZIP=-9.70, Synergy_Bliss=-8.60, Synergy_Loewe=-6.92, Synergy_HSA=-5.01. (4) Drug 1: C1=CC(=C2C(=C1NCCNCCO)C(=O)C3=C(C=CC(=C3C2=O)O)O)NCCNCCO. Drug 2: CC1C(C(CC(O1)OC2CC(CC3=C2C(=C4C(=C3O)C(=O)C5=C(C4=O)C(=CC=C5)OC)O)(C(=O)C)O)N)O.Cl. Cell line: RXF 393. Synergy scores: CSS=32.1, Synergy_ZIP=4.13, Synergy_Bliss=5.94, Synergy_Loewe=6.95, Synergy_HSA=9.92. (5) Drug 1: C(=O)(N)NO. Drug 2: CN(CC1=CN=C2C(=N1)C(=NC(=N2)N)N)C3=CC=C(C=C3)C(=O)NC(CCC(=O)O)C(=O)O. Cell line: HCT-15. Synergy scores: CSS=57.6, Synergy_ZIP=4.27, Synergy_Bliss=2.81, Synergy_Loewe=-26.2, Synergy_HSA=4.22. (6) Drug 1: CC(CN1CC(=O)NC(=O)C1)N2CC(=O)NC(=O)C2. Drug 2: CN(C(=O)NC(C=O)C(C(C(CO)O)O)O)N=O. Cell line: 786-0. Synergy scores: CSS=9.05, Synergy_ZIP=-5.23, Synergy_Bliss=-4.44, Synergy_Loewe=-7.00, Synergy_HSA=-4.00.